Dataset: Peptide-MHC class II binding affinity with 134,281 pairs from IEDB. Task: Regression. Given a peptide amino acid sequence and an MHC pseudo amino acid sequence, predict their binding affinity value. This is MHC class II binding data. (1) The peptide sequence is NDLQVNRSLDSGRLK. The MHC is DRB1_0101 with pseudo-sequence DRB1_0101. The binding affinity (normalized) is 0.671. (2) The peptide sequence is LVGPTPANIIGRNLLTQIGC. The MHC is DRB1_0401 with pseudo-sequence DRB1_0401. The binding affinity (normalized) is 0.187. (3) The peptide sequence is IKHIYAISSAALSAS. The MHC is DRB1_1101 with pseudo-sequence DRB1_1101. The binding affinity (normalized) is 0.463. (4) The binding affinity (normalized) is 0.464. The MHC is DRB1_1501 with pseudo-sequence DRB1_1501. The peptide sequence is LVGPTPVNVIGRNLLTQIGC. (5) The peptide sequence is KCRAPGGAKKPLRPR. The MHC is DRB3_0202 with pseudo-sequence DRB3_0202. The binding affinity (normalized) is 0. (6) The peptide sequence is YKRQLMNILGAVYRY. The MHC is DRB1_1201 with pseudo-sequence DRB1_1201. The binding affinity (normalized) is 0.767.